From a dataset of Reaction yield outcomes from USPTO patents with 853,638 reactions. Predict the reaction yield, written as a fraction of the theoretical maximum amount of product (1.0 means a 100% yield; for example, 0.34 means a 34% yield). (1) The reactants are [NH2:1][C:2]1[CH:3]=[C:4]([OH:8])[CH:5]=[CH:6][CH:7]=1.[F:9][C:10]([F:23])([O:14][C:15]1[CH:16]=[C:17]([CH:20]=[CH:21][CH:22]=1)[CH:18]=O)[CH:11]([F:13])[F:12].C(O[BH-](OC(=O)C)OC(=O)C)(=O)C.[Na+].C(O)(=O)C. The catalyst is ClCCCl. The product is [F:9][C:10]([F:23])([O:14][C:15]1[CH:16]=[C:17]([CH2:18][NH:1][C:2]2[CH:3]=[C:4]([OH:8])[CH:5]=[CH:6][CH:7]=2)[CH:20]=[CH:21][CH:22]=1)[CH:11]([F:12])[F:13]. The yield is 0.830. (2) The reactants are [C:1]([NH2:9])(=[O:8])[C:2]1[CH:7]=[CH:6][CH:5]=[CH:4][CH:3]=1.I[C:11]1[CH:16]=[CH:15][CH:14]=[CH:13][C:12]=1[N+:17]([O-:19])=[O:18]. No catalyst specified. The yield is 0.700. The product is [N+:17]([C:12]1[CH:13]=[CH:14][CH:15]=[CH:16][C:11]=1[NH:9][C:1](=[O:8])[C:2]1[CH:7]=[CH:6][CH:5]=[CH:4][CH:3]=1)([O-:19])=[O:18]. (3) The reactants are C([N:8]1[CH2:13][CH2:12][CH:11]([NH:14][C:15](=[O:21])[O:16][C:17]([CH3:20])([CH3:19])[CH3:18])[CH:10]([OH:22])[CH2:9]1)C1C=CC=CC=1.[H][H]. The catalyst is [Pd].C(O)C. The product is [OH:22][CH:10]1[CH:11]([NH:14][C:15](=[O:21])[O:16][C:17]([CH3:19])([CH3:18])[CH3:20])[CH2:12][CH2:13][NH:8][CH2:9]1. The yield is 0.850. (4) The reactants are Cl.Cl.[C:3]1([CH:9]([N:11]2[CH2:14][C:13]3([CH2:17][NH:16][CH2:15]3)[CH2:12]2)[CH3:10])[CH:8]=[CH:7][CH:6]=[CH:5][CH:4]=1.Cl.Cl.[C:20]1([CH:26]([N:28]2[CH2:31][C:30]3([CH2:34][N:33]([CH:35]([C:37]4[CH:42]=[CH:41][CH:40]=[CH:39][CH:38]=4)[CH3:36])[CH2:32]3)[CH2:29]2)[CH3:27])[CH:25]=[CH:24][CH:23]=[CH:22][CH:21]=1.[C:43](O[C:43]([O:45][C:46]([CH3:49])([CH3:48])[CH3:47])=[O:44])([O:45][C:46]([CH3:49])([CH3:48])[CH3:47])=[O:44].C(=O)(O)[O-].[Na+]. The catalyst is O1CCOCC1.O. The product is [C:46]([O:45][C:43]([N:16]1[CH2:17][C:13]2([CH2:12][N:11]([CH:9]([C:3]3[CH:8]=[CH:7][CH:6]=[CH:5][CH:4]=3)[CH3:10])[CH2:14]2)[CH2:15]1)=[O:44])([CH3:49])([CH3:48])[CH3:47].[C:20]1([CH:26]([N:28]2[CH2:29][C:30]3([CH2:34][N:33]([CH:35]([C:37]4[CH:42]=[CH:41][CH:40]=[CH:39][CH:38]=4)[CH3:36])[CH2:32]3)[CH2:31]2)[CH3:27])[CH:21]=[CH:22][CH:23]=[CH:24][CH:25]=1. The yield is 0.330.